Regression/Classification. Given a drug SMILES string, predict its absorption, distribution, metabolism, or excretion properties. Task type varies by dataset: regression for continuous measurements (e.g., permeability, clearance, half-life) or binary classification for categorical outcomes (e.g., BBB penetration, CYP inhibition). Dataset: cyp1a2_veith. From a dataset of CYP1A2 inhibition data for predicting drug metabolism from PubChem BioAssay. The compound is N/C(=N\c1nc2c(c(=O)[nH]1)CCC2)Nc1cccc2ccccc12. The result is 1 (inhibitor).